Dataset: Full USPTO retrosynthesis dataset with 1.9M reactions from patents (1976-2016). Task: Predict the reactants needed to synthesize the given product. (1) The reactants are: [Cl:1][C:2]1[CH:3]=[C:4]([CH:6]=[CH:7][C:8]=1[Cl:9])[NH2:5].[CH2:10]([N:13]1[C:22](=[O:23])[C:21]2[NH:20][C:19]([C:24]3[N:28]([CH3:29])[N:27]=[C:26]([O:30][CH2:31][C:32](O)=[O:33])[CH:25]=3)=[N:18][C:17]=2[N:16]([CH2:35][CH2:36][CH3:37])[C:14]1=[O:15])[CH2:11][CH3:12]. Given the product [CH3:37][CH2:36][CH2:35][N:16]1[C:14](=[O:15])[N:13]([CH2:10][CH2:11][CH3:12])[C:22](=[O:23])[C:21]2[C:17]1=[N:18][C:19]([N:20]=2)=[C:24]1[N:28]([CH3:29])[NH:27][C:26]([O:30][CH2:31][C:32]([NH:5][C:4]2[CH:6]=[CH:7][C:8]([Cl:9])=[C:2]([Cl:1])[CH:3]=2)=[O:33])=[CH:25]1, predict the reactants needed to synthesize it. (2) Given the product [Cl:20][C:21]1[CH:22]=[C:23]([C@H:27]([N:40]([C:41]2[CH:50]=[CH:49][C:44]([C:45]([O:47][CH3:48])=[O:46])=[CH:43][CH:42]=2)[CH3:39])[CH2:28][N:29]2[CH2:33][CH2:32][C@H:31]([O:34][CH2:35][O:36][CH3:37])[CH2:30]2)[CH:24]=[CH:25][CH:26]=1, predict the reactants needed to synthesize it. The reactants are: ClC1C=C([C@@H](N2CC[C@H](OCOC)C2)CO)C=CC=1.[Cl:20][C:21]1[CH:22]=[C:23]([C@H:27](O)[CH2:28][N:29]2[CH2:33][CH2:32][C@H:31]([O:34][CH2:35][O:36][CH3:37])[CH2:30]2)[CH:24]=[CH:25][CH:26]=1.[CH3:39][NH:40][C:41]1[CH:50]=[CH:49][C:44]([C:45]([O:47][CH3:48])=[O:46])=[CH:43][CH:42]=1. (3) Given the product [N:20]1[CH:25]=[CH:24][C:23]([C:2]2[O:6][C:5]([N:7]3[CH2:11][C@:10]4([CH:16]5[CH2:17][CH2:18][N:13]([CH2:14][CH2:15]5)[CH2:12]4)[O:9][C:8]3=[O:19])=[CH:4][CH:3]=2)=[CH:22][CH:21]=1, predict the reactants needed to synthesize it. The reactants are: Br[C:2]1[O:6][C:5]([N:7]2[CH2:11][C@:10]3([CH:16]4[CH2:17][CH2:18][N:13]([CH2:14][CH2:15]4)[CH2:12]3)[O:9][C:8]2=[O:19])=[CH:4][CH:3]=1.[N:20]1[CH:25]=[CH:24][C:23](B(O)O)=[CH:22][CH:21]=1. (4) Given the product [Cl:22][C:23]1[CH:24]=[C:25]([S:29]([C:2]2[CH:3]=[CH:4][C:5]3[O:14][C:13]4[CH2:12][CH2:11][N:10]([C:15]([O:17][C:18]([CH3:21])([CH3:20])[CH3:19])=[O:16])[CH2:9][C:8]=4[C:6]=3[CH:7]=2)(=[O:31])=[O:30])[CH:26]=[CH:27][CH:28]=1, predict the reactants needed to synthesize it. The reactants are: Br[C:2]1[CH:3]=[CH:4][C:5]2[O:14][C:13]3[CH2:12][CH2:11][N:10]([C:15]([O:17][C:18]([CH3:21])([CH3:20])[CH3:19])=[O:16])[CH2:9][C:8]=3[C:6]=2[CH:7]=1.[Cl:22][C:23]1[CH:24]=[C:25]([S:29]([O-:31])=[O:30])[CH:26]=[CH:27][CH:28]=1.[Na+]. (5) Given the product [OH:27][C:7]1[C:8]2[N:20]=[C:19]([C:21]3[CH:22]=[CH:23][CH:24]=[CH:25][CH:26]=3)[S:18][C:9]=2[C:10]([C:12]2[CH:17]=[CH:16][CH:15]=[CH:14][CH:13]=2)=[N:11][C:6]=1[C:4]([NH:28][CH2:29][C:30]([OH:32])=[O:31])=[O:5], predict the reactants needed to synthesize it. The reactants are: C(O[C:4]([C:6]1[N:11]=[C:10]([C:12]2[CH:17]=[CH:16][CH:15]=[CH:14][CH:13]=2)[C:9]2[S:18][C:19]([C:21]3[CH:26]=[CH:25][CH:24]=[CH:23][CH:22]=3)=[N:20][C:8]=2[C:7]=1[OH:27])=[O:5])C.[NH2:28][CH2:29][C:30]([OH:32])=[O:31].